This data is from Peptide-MHC class II binding affinity with 134,281 pairs from IEDB. The task is: Regression. Given a peptide amino acid sequence and an MHC pseudo amino acid sequence, predict their binding affinity value. This is MHC class II binding data. The peptide sequence is ISLLLIQSWLEPVQF. The MHC is DRB1_0101 with pseudo-sequence DRB1_0101. The binding affinity (normalized) is 0.518.